Dataset: Forward reaction prediction with 1.9M reactions from USPTO patents (1976-2016). Task: Predict the product of the given reaction. (1) Given the reactants [Cl:1][C:2]1[CH:21]=[CH:20][C:5]2[S:6][CH:7]=[C:8]([CH2:9][CH:10]3[N:14]4[CH:15]=[CH:16][CH:17]=[CH:18][C:13]4=[N:12][C:11]3=O)[C:4]=2[CH:3]=1.COC1C=CC(P2(=S)SP(=S)(C3C=CC(OC)=CC=3)[S:31]2)=CC=1, predict the reaction product. The product is: [Cl:1][C:2]1[CH:21]=[CH:20][C:5]2[S:6][CH:7]=[C:8]([CH2:9][CH:10]3[N:14]4[CH:15]=[CH:16][CH:17]=[CH:18][C:13]4=[N:12][C:11]3=[S:31])[C:4]=2[CH:3]=1. (2) Given the reactants Cl[C:2]1[C:11]2[C:6](=[CH:7][CH:8]=[C:9]([CH3:12])[CH:10]=2)[N:5]=[C:4]([N:13]2[CH2:19][C:18]3[CH:20]=[CH:21][CH:22]=[CH:23][C:17]=3[S:16](=[O:25])(=[O:24])[CH2:15][CH2:14]2)[CH:3]=1.[C@@H:26]1([NH2:32])[CH2:30][CH2:29][CH2:28][C@H:27]1[NH2:31], predict the reaction product. The product is: [O:24]=[S:16]1(=[O:25])[C:17]2[CH:23]=[CH:22][CH:21]=[CH:20][C:18]=2[CH2:19][N:13]([C:4]2[CH:3]=[C:2]([NH:31][C@@H:27]3[CH2:28][CH2:29][CH2:30][C@H:26]3[NH2:32])[C:11]3[C:6](=[CH:7][CH:8]=[C:9]([CH3:12])[CH:10]=3)[N:5]=2)[CH2:14][CH2:15]1. (3) Given the reactants [CH2:1]([CH:3]1[N:12]2[CH:7]([CH2:8][C:9](=[O:18])[C:10]([C:13]([O:15][CH2:16][CH3:17])=[O:14])=[CH:11]2)[C:6]2[CH:19]=[C:20]([CH2:25][CH3:26])[C:21]([O:23][CH3:24])=[CH:22][C:5]=2[CH2:4]1)[CH3:2].ClC1C(=O)C(Cl)=C(Cl)C(=O)C=1Cl, predict the reaction product. The product is: [CH2:1]([CH:3]1[N:12]2[C:7](=[CH:8][C:9](=[O:18])[C:10]([C:13]([O:15][CH2:16][CH3:17])=[O:14])=[CH:11]2)[C:6]2[CH:19]=[C:20]([CH2:25][CH3:26])[C:21]([O:23][CH3:24])=[CH:22][C:5]=2[CH2:4]1)[CH3:2]. (4) Given the reactants C1(C)C=CC(S(O)(=O)=O)=CC=1.[NH2:12][C@H:13]([C:18]([NH:20][CH:21]([CH:30]([OH:33])[CH2:31][F:32])[CH2:22][C:23]([O:25]C(C)(C)C)=[O:24])=[O:19])[CH2:14][CH:15]([CH3:17])[CH3:16].[C:34]1([C:40]2[CH:50]=[CH:49][CH:48]=[CH:47][C:41]=2[O:42][CH2:43][C:44](O)=[O:45])[CH:39]=[CH:38][CH:37]=[CH:36][CH:35]=1, predict the reaction product. The product is: [C:34]1([C:40]2[CH:50]=[CH:49][CH:48]=[CH:47][C:41]=2[O:42][CH2:43][C:44]([NH:12][C@H:13]([C:18]([NH:20][CH:21]([C:30](=[O:33])[CH2:31][F:32])[CH2:22][C:23]([OH:25])=[O:24])=[O:19])[CH2:14][CH:15]([CH3:16])[CH3:17])=[O:45])[CH:35]=[CH:36][CH:37]=[CH:38][CH:39]=1. (5) Given the reactants Cl[C:2]1[C:7]([C:8]([F:11])([F:10])[F:9])=[CH:6][N:5]=[C:4]([NH:12][C:13]2[CH:14]=[CH:15][C:16]([CH2:21][P:22](=[O:29])([O:26][CH2:27][CH3:28])[O:23][CH2:24][CH3:25])=[N:17][C:18]=2[O:19][CH3:20])[N:3]=1.[NH2:30][C:31]1[CH:32]=[CH:33][C:34]([C@H:42]2[CH2:47][CH2:46][C@H:45]([OH:48])[CH2:44][CH2:43]2)=[C:35]2[C:39]=1[C:38](=[O:40])[N:37]([CH3:41])[CH2:36]2, predict the reaction product. The product is: [OH:48][C@H:45]1[CH2:46][CH2:47][C@H:42]([C:34]2[CH:33]=[CH:32][C:31]([NH:30][C:2]3[C:7]([C:8]([F:9])([F:10])[F:11])=[CH:6][N:5]=[C:4]([NH:12][C:13]4[CH:14]=[CH:15][C:16]([CH2:21][P:22](=[O:29])([O:26][CH2:27][CH3:28])[O:23][CH2:24][CH3:25])=[N:17][C:18]=4[O:19][CH3:20])[N:3]=3)=[C:39]3[C:35]=2[CH2:36][N:37]([CH3:41])[C:38]3=[O:40])[CH2:43][CH2:44]1. (6) Given the reactants [F:1][C:2]1[CH:3]=[C:4]([C:9]2[C:10]([CH:22]([N:24]3[C:32](=[O:33])[C:31]4[C:26](=[CH:27][CH:28]=[CH:29][CH:30]=4)[C:25]3=[O:34])[CH3:23])=[N:11][C:12]3[C:17]([C:18]=2SC)=[CH:16][C:15]([F:21])=[CH:14][CH:13]=3)[CH:5]=[C:6]([F:8])[CH:7]=1.O[O:36][S:37]([O-:39])=O.[K+].[CH2:41]1COCC1, predict the reaction product. The product is: [F:1][C:2]1[CH:3]=[C:4]([C:9]2[C:10]([CH:22]([N:24]3[C:25](=[O:34])[C:26]4[C:31](=[CH:30][CH:29]=[CH:28][CH:27]=4)[C:32]3=[O:33])[CH3:23])=[N:11][C:12]3[C:17]([C:18]=2[S:37]([CH3:41])(=[O:39])=[O:36])=[CH:16][C:15]([F:21])=[CH:14][CH:13]=3)[CH:5]=[C:6]([F:8])[CH:7]=1.